This data is from Catalyst prediction with 721,799 reactions and 888 catalyst types from USPTO. The task is: Predict which catalyst facilitates the given reaction. (1) Reactant: C([O:5][C:6](=[O:31])/[CH:7]=[CH:8]/[C:9]1[CH:10]=[C:11]2[C:16](=[CH:17][CH:18]=1)[N:15]=[CH:14][N:13]([C:19]1[CH:20]=[C:21]([CH:26]=[CH:27][C:28]=1[CH3:29])[C:22]([O:24]C)=[O:23])[C:12]2=[O:30])(C)(C)C.[OH-].[Na+].Cl. Product: [C:6](/[CH:7]=[CH:8]/[C:9]1[CH:10]=[C:11]2[C:16](=[CH:17][CH:18]=1)[N:15]=[CH:14][N:13]([C:19]1[CH:20]=[C:21]([CH:26]=[CH:27][C:28]=1[CH3:29])[C:22]([OH:24])=[O:23])[C:12]2=[O:30])([OH:31])=[O:5]. The catalyst class is: 5. (2) Reactant: [CH2:1]([S:3]([C:6]1[CH:7]=[CH:8][C:9](C)=[C:10]([NH:12][C:13]2[O:14][C:15]([C:18]3[CH:19]=[C:20]([OH:24])[CH:21]=[CH:22][CH:23]=3)=[CH:16][N:17]=2)[CH:11]=1)(=[O:5])=[O:4])[CH3:2].C1([CH2:29][OH:30])CC1.[C:48]1(P([C:44]2[CH:49]=[CH:48][CH:47]=CC=2)[C:48]2[CH:47]=CC=[CH:44][CH:49]=2)[CH:47]=CC=[CH:44][CH:49]=1.N(C(OCC)=O)=NC(OCC)=O. Product: [CH:49]1([CH2:44][O:24][C:20]2[CH:19]=[C:18]([C:15]3[O:14][C:13]([NH:12][C:10]4[CH:11]=[C:6]([S:3]([CH2:1][CH3:2])(=[O:4])=[O:5])[CH:7]=[CH:8][C:9]=4[O:30][CH3:29])=[N:17][CH:16]=3)[CH:23]=[CH:22][CH:21]=2)[CH2:47][CH2:48]1. The catalyst class is: 4. (3) Reactant: [H-].[Al+3].[Li+].[H-].[H-].[H-].[F:7][C:8]1([F:20])[O:12][C:11]2[CH:13]=[CH:14][C:15]([C:17](O)=[O:18])=[CH:16][C:10]=2[O:9]1.O.[OH-].[Na+]. Product: [F:20][C:8]1([F:7])[O:12][C:11]2[CH:13]=[CH:14][C:15]([CH2:17][OH:18])=[CH:16][C:10]=2[O:9]1. The catalyst class is: 7. (4) Reactant: [C:1]([C:5]1[CH:10]=[CH:9][C:8]([C:11]2[C:16]([CH3:17])=[CH:15][C:14]([O:18][CH:19]([C:24]3[CH:32]=[CH:31][C:27]([C:28]([OH:30])=O)=[CH:26][CH:25]=3)[CH2:20][CH:21]([CH3:23])[CH3:22])=[CH:13][C:12]=2[CH3:33])=[CH:7][CH:6]=1)([CH3:4])([CH3:3])[CH3:2].ClC1N=C(OC)N=C(OC)N=1.CN1CCOCC1.Cl.[NH2:53][CH2:54][C:55]#[N:56]. Product: [C:1]([C:5]1[CH:6]=[CH:7][C:8]([C:11]2[C:12]([CH3:33])=[CH:13][C:14]([O:18][CH:19]([C:24]3[CH:25]=[CH:26][C:27]([C:28]([NH:56][CH2:55][C:54]#[N:53])=[O:30])=[CH:31][CH:32]=3)[CH2:20][CH:21]([CH3:23])[CH3:22])=[CH:15][C:16]=2[CH3:17])=[CH:9][CH:10]=1)([CH3:2])([CH3:3])[CH3:4]. The catalyst class is: 1.